From a dataset of Peptide-MHC class I binding affinity with 185,985 pairs from IEDB/IMGT. Regression. Given a peptide amino acid sequence and an MHC pseudo amino acid sequence, predict their binding affinity value. This is MHC class I binding data. (1) The peptide sequence is TSSFREKSR. The MHC is HLA-A31:01 with pseudo-sequence HLA-A31:01. The binding affinity (normalized) is 0.549. (2) The peptide sequence is YWARATVEL. The MHC is HLA-B39:01 with pseudo-sequence HLA-B39:01. The binding affinity (normalized) is 0.484.